From a dataset of Forward reaction prediction with 1.9M reactions from USPTO patents (1976-2016). Predict the product of the given reaction. (1) Given the reactants Cl[C:2]1[N:7]=[N:6][C:5]([S:8]([CH3:11])(=[O:10])=[O:9])=[C:4]([N:12]2[CH2:17][CH2:16][O:15][CH2:14][CH2:13]2)[CH:3]=1.[CH3:18][C:19]1[N:24]=[CH:23][C:22]([NH2:25])=[CH:21][C:20]=1B1OC(C)(C)C(C)(C)O1.C(=O)([O-])[O-].[Na+].[Na+], predict the reaction product. The product is: [CH3:18][C:19]1[N:24]=[CH:23][C:22]([NH2:25])=[CH:21][C:20]=1[C:2]1[N:7]=[N:6][C:5]([S:8]([CH3:11])(=[O:10])=[O:9])=[C:4]([N:12]2[CH2:17][CH2:16][O:15][CH2:14][CH2:13]2)[CH:3]=1. (2) Given the reactants C(OC([N:8]1[CH2:13][CH2:12][CH:11]([CH:14]([NH2:30])[C:15]2[CH:20]=[CH:19][C:18]([F:21])=[C:17]([O:22][C:23]3[CH:28]=[CH:27][CH:26]=[CH:25][CH:24]=3)[C:16]=2[F:29])[CH2:10][CH2:9]1)=O)(C)(C)C.[OH:31][CH2:32][C:33](=O)[CH3:34].[ClH:36], predict the reaction product. The product is: [ClH:36].[ClH:36].[F:29][C:16]1[C:17]([O:22][C:23]2[CH:28]=[CH:27][CH:26]=[CH:25][CH:24]=2)=[C:18]([F:21])[CH:19]=[CH:20][C:15]=1[CH:14]([NH:30][CH:33]([CH3:34])[CH2:32][OH:31])[CH:11]1[CH2:12][CH2:13][NH:8][CH2:9][CH2:10]1.